From a dataset of Catalyst prediction with 721,799 reactions and 888 catalyst types from USPTO. Predict which catalyst facilitates the given reaction. (1) Reactant: [C:1]([O:5][C:6]([N:8]1[C:16]2[C:11](=[CH:12][C:13]([C:17](O)=[O:18])=[CH:14][CH:15]=2)[C:10]([I:20])=[CH:9]1)=[O:7])([CH3:4])([CH3:3])[CH3:2].CC[N:23]=C=NCCCN(C)C.Cl. Product: [C:17]([C:13]1[CH:12]=[C:11]2[C:16](=[CH:15][CH:14]=1)[N:8]([C:6]([O:5][C:1]([CH3:4])([CH3:3])[CH3:2])=[O:7])[CH:9]=[C:10]2[I:20])(=[O:18])[NH2:23]. The catalyst class is: 3. (2) Reactant: [O:1]1[C:5]2[CH:6]=[CH:7][C:8]([C:10]([O:18]C)(OC)[CH2:11][CH2:12][C:13]([O-:15])=O)=[CH:9][C:4]=2[CH2:3][CH2:2]1.[K+].ClC1C=C(Cl)C=C(Cl)C=1C(Cl)=O.[C:33]1([C:39]2[CH:44]=[C:43]([C:45]3[CH:50]=[CH:49][CH:48]=[CH:47][CH:46]=3)[N:42]=[C:41]([NH2:51])[CH:40]=2)[CH:38]=[CH:37][CH:36]=[CH:35][CH:34]=1.Cl. The catalyst class is: 531. Product: [O:1]1[C:5]2[CH:6]=[CH:7][C:8]([C:10](=[O:18])[CH2:11][CH2:12][C:13]([NH:51][C:41]3[CH:40]=[C:39]([C:33]4[CH:38]=[CH:37][CH:36]=[CH:35][CH:34]=4)[CH:44]=[C:43]([C:45]4[CH:46]=[CH:47][CH:48]=[CH:49][CH:50]=4)[N:42]=3)=[O:15])=[CH:9][C:4]=2[CH2:3][CH2:2]1.